Dataset: Forward reaction prediction with 1.9M reactions from USPTO patents (1976-2016). Task: Predict the product of the given reaction. (1) Given the reactants [C:1]([O:4][C@H:5]([C@H:9]1[O:14][CH2:13][CH2:12][N:11]([C:15]2[CH:20]=[CH:19][C:18]([C:21]([F:24])([F:23])[F:22])=[CH:17][CH:16]=2)[C:10]1=[O:25])[C:6](O)=[O:7])(=[O:3])[CH3:2].[NH2:26][C:27]1[CH:32]=[CH:31][C:30]([C:33]2[NH:34][O:35][C:36](=[O:38])[N:37]=2)=[CH:29][CH:28]=1.CCN=C=NCCCN(C)C, predict the reaction product. The product is: [C:1]([O:4][C@H:5]([C@H:9]1[O:14][CH2:13][CH2:12][N:11]([C:15]2[CH:20]=[CH:19][C:18]([C:21]([F:22])([F:24])[F:23])=[CH:17][CH:16]=2)[C:10]1=[O:25])[C:6](=[O:7])[NH:26][C:27]1[CH:28]=[CH:29][C:30]([C:33]2[NH:37][C:36](=[O:38])[O:35][N:34]=2)=[CH:31][CH:32]=1)(=[O:3])[CH3:2]. (2) Given the reactants C(=O)([O-])[O-].[K+].[K+].[ClH:7].[Cl:8][CH2:9][C:10]1[CH:15]=[CH:14][CH:13]=[CH:12][N:11]=1.[F:16][C:17]([F:46])([F:45])[C:18]1[CH:19]=[C:20]([CH:38]=[C:39]([C:41]([F:44])([F:43])[F:42])[CH:40]=1)[C:21]([N:23]1[CH2:28][CH2:27][NH:26][CH2:25][C@H:24]1[CH2:29][C:30]1[CH:35]=[CH:34][C:33]([CH3:36])=[C:32]([CH3:37])[CH:31]=1)=[O:22].O, predict the reaction product. The product is: [ClH:8].[ClH:7].[F:46][C:17]([F:16])([F:45])[C:18]1[CH:19]=[C:20]([CH:38]=[C:39]([C:41]([F:42])([F:43])[F:44])[CH:40]=1)[C:21]([N:23]1[CH2:28][CH2:27][N:26]([CH2:9][C:10]2[CH:15]=[CH:14][CH:13]=[CH:12][N:11]=2)[CH2:25][C@H:24]1[CH2:29][C:30]1[CH:35]=[CH:34][C:33]([CH3:36])=[C:32]([CH3:37])[CH:31]=1)=[O:22]. (3) Given the reactants [Mg].Br[CH2:3][CH2:4]Br.Br[C:7]1[CH2:8][C:9]2[C:14]([CH:15]=1)=[CH:13][CH:12]=[CH:11][CH:10]=2.Cl[Si:17]([CH3:23])([CH3:22])[Si:18]([CH3:21])([CH3:20])Cl, predict the reaction product. The product is: [CH2:8]1[C:9]2[C:14](=[CH:13][CH:12]=[CH:11][CH:10]=2)[CH:15]=[C:7]1[Si:17]([CH3:23])([CH3:22])[Si:18]([C:12]1[CH2:13][C:14]2[C:3]([CH:4]=1)=[CH:9][CH:8]=[CH:7][CH:15]=2)([CH3:21])[CH3:20]. (4) Given the reactants [CH3:1][O:2][C:3]1[CH:4]=[C:5]([CH:8]=[CH:9][C:10]=1[F:11])[CH:6]=O.FC1C=C2C(=CC=1)C=[N:18][CH:17]=[CH:16]2, predict the reaction product. The product is: [CH3:1][O:2][C:3]1[CH:4]=[C:5]2[C:8]([CH:16]=[CH:17][N:18]=[CH:6]2)=[CH:9][C:10]=1[F:11].